The task is: Predict the reactants needed to synthesize the given product.. This data is from Full USPTO retrosynthesis dataset with 1.9M reactions from patents (1976-2016). Given the product [CH:2]([C:3]1[N:29]([C@@H:30]2[CH2:35][O:34][C@@H:33]([CH2:36][OH:37])[CH2:32][CH2:31]2)[C:21]2=[C:22]3[S:28][CH:27]=[CH:26][C:23]3=[N:24][CH:25]=[C:20]2[N:5]=1)([CH3:6])[CH3:1], predict the reactants needed to synthesize it. The reactants are: [CH3:1][CH:2]([CH3:6])[C:3]([NH2:5])=O.F[B-](F)(F)F.C([O+](CC)CC)C.N[C:20]1[C:21]([NH:29][C@@H:30]2[CH2:35][O:34][C@@H:33]([CH2:36][OH:37])[CH2:32][CH2:31]2)=[C:22]2[S:28][CH:27]=[CH:26][C:23]2=[N:24][CH:25]=1.